This data is from Forward reaction prediction with 1.9M reactions from USPTO patents (1976-2016). The task is: Predict the product of the given reaction. (1) Given the reactants [OH:1][C@@H:2]1[CH2:6][CH2:5][N:4]([C:7]([O:9][C:10]([CH3:13])([CH3:12])[CH3:11])=[O:8])[CH2:3]1.[N+:14]([C:17]1[C:26]2[C:21](=[CH:22][CH:23]=[CH:24][CH:25]=2)[C:20](O)=[CH:19][CH:18]=1)([O-:16])=[O:15], predict the reaction product. The product is: [N+:14]([C:17]1[C:26]2[C:21](=[CH:22][CH:23]=[CH:24][CH:25]=2)[C:20]([O:1][C@H:2]2[CH2:6][CH2:5][N:4]([C:7]([O:9][C:10]([CH3:13])([CH3:12])[CH3:11])=[O:8])[CH2:3]2)=[CH:19][CH:18]=1)([O-:16])=[O:15]. (2) Given the reactants [CH3:1][C:2]([CH3:34])([CH3:33])[C:3]([O:5][CH:6]([N:9]1[C:13]2[CH:14]=[CH:15][CH:16]=[CH:17][C:12]=2[N:11]=[C:10]1[S:18][CH2:19][C:20]1[C:25]([CH3:26])=[C:24]([O:27][CH2:28][C:29]([F:32])([F:31])[F:30])[CH:23]=[CH:22][N:21]=1)[CH2:7][CH3:8])=[O:4].ClC1C=C(C=CC=1)C(OO)=[O:40], predict the reaction product. The product is: [CH3:34][C:2]([CH3:33])([CH3:1])[C:3]([O:5][CH:6]([N:9]1[C:13]2[CH:14]=[CH:15][CH:16]=[CH:17][C:12]=2[N:11]=[C:10]1[S:18]([CH2:19][C:20]1[C:25]([CH3:26])=[C:24]([O:27][CH2:28][C:29]([F:32])([F:31])[F:30])[CH:23]=[CH:22][N:21]=1)=[O:40])[CH2:7][CH3:8])=[O:4]. (3) Given the reactants C(OC(=O)[NH:7][C:8]1[CH:13]=[C:12]([N:14]2[CH2:18][CH2:17][CH2:16][CH2:15]2)[C:11]([F:19])=[CH:10][C:9]=1[NH:20][C:21](=[O:33])[CH2:22][C:23]([C:25]1[CH:30]=[CH:29][N:28]=[C:27]([C:31]#[N:32])[CH:26]=1)=O)(C)(C)C.C(O)(C(F)(F)F)=O, predict the reaction product. The product is: [F:19][C:11]1[C:12]([N:14]2[CH2:18][CH2:17][CH2:16][CH2:15]2)=[CH:13][C:8]2[N:7]=[C:23]([C:25]3[CH:30]=[CH:29][N:28]=[C:27]([C:31]#[N:32])[CH:26]=3)[CH2:22][C:21](=[O:33])[NH:20][C:9]=2[CH:10]=1. (4) Given the reactants [C:1]([O:4][C:5]1[CH:10]=[C:9]([CH:11]=[O:12])[CH:8]=[CH:7][C:6]=1[OH:13])(=[O:3])[CH3:2].Br[CH2:15][C:16]([O:18][CH2:19][CH3:20])=[O:17].C([O-])([O-])=O.[K+].[K+], predict the reaction product. The product is: [CH2:19]([O:18][C:16](=[O:17])[CH2:15][O:13][C:6]1[CH:7]=[CH:8][C:9]([CH:11]=[O:12])=[CH:10][C:5]=1[O:4][C:1](=[O:3])[CH3:2])[CH3:20]. (5) Given the reactants [F:1][C:2]1[C:10]([O:11][C:12]2[C:21]3[C:16](=[CH:17][C:18]([O:29][CH3:30])=[C:19]([O:22][CH:23]4[CH2:28][CH2:27][NH:26][CH2:25][CH2:24]4)[CH:20]=3)[N:15]=[CH:14][N:13]=2)=[CH:9][CH:8]=[C:7]2[C:3]=1[CH:4]=[CH:5][NH:6]2.C(N(C(C)C)CC)(C)C.[CH3:40][S:41](Cl)(=[O:43])=[O:42], predict the reaction product. The product is: [F:1][C:2]1[C:10]([O:11][C:12]2[C:21]3[C:16](=[CH:17][C:18]([O:29][CH3:30])=[C:19]([O:22][CH:23]4[CH2:24][CH2:25][N:26]([S:41]([CH3:40])(=[O:43])=[O:42])[CH2:27][CH2:28]4)[CH:20]=3)[N:15]=[CH:14][N:13]=2)=[CH:9][CH:8]=[C:7]2[C:3]=1[CH:4]=[CH:5][NH:6]2.